Dataset: Forward reaction prediction with 1.9M reactions from USPTO patents (1976-2016). Task: Predict the product of the given reaction. (1) Given the reactants [C:1]([C:4]1[S:8][C:7]([C:9]2[CH:10]=[CH:11][C:12](=[O:16])[N:13]([CH3:15])[CH:14]=2)=[CH:6][CH:5]=1)(=[O:3])[CH3:2].[BH4-].[Na+], predict the reaction product. The product is: [OH:3][CH:1]([C:4]1[S:8][C:7]([C:9]2[CH:10]=[CH:11][C:12](=[O:16])[N:13]([CH3:15])[CH:14]=2)=[CH:6][CH:5]=1)[CH3:2]. (2) Given the reactants Br[C:2]1[CH:23]=[CH:22][C:5]([C:6]([NH:8][S:9]([C:12]2[CH:17]=[CH:16][CH:15]=[CH:14][C:13]=2[S:18](=[O:21])(=[O:20])[NH2:19])(=[O:11])=[O:10])=[O:7])=[CH:4][C:3]=1[O:24][CH2:25][CH2:26][CH:27]([F:29])[F:28].[CH:30]1([C:35]#[CH:36])[CH2:34][CH2:33][CH2:32][CH2:31]1, predict the reaction product. The product is: [CH:30]1([C:35]#[C:36][C:2]2[CH:23]=[CH:22][C:5]([C:6]([NH:8][S:9]([C:12]3[CH:17]=[CH:16][CH:15]=[CH:14][C:13]=3[S:18](=[O:21])(=[O:20])[NH2:19])(=[O:11])=[O:10])=[O:7])=[CH:4][C:3]=2[O:24][CH2:25][CH2:26][CH:27]([F:29])[F:28])[CH2:34][CH2:33][CH2:32][CH2:31]1. (3) Given the reactants [Br:1]Br.[O:3]1[C:7]2[C:8]([CH:12]([C:19]3[C:24]([CH3:25])=[CH:23][CH:22]=[CH:21][N:20]=3)[CH2:13][C:14]3[NH:15][CH2:16][CH2:17][N:18]=3)=[CH:9][CH:10]=[CH:11][C:6]=2[CH2:5][CH2:4]1.C(O)(=O)C, predict the reaction product. The product is: [Br:1][C:10]1[CH:9]=[C:8]([CH:12]([C:19]2[C:24]([CH3:25])=[CH:23][CH:22]=[CH:21][N:20]=2)[CH2:13][C:14]2[NH:15][CH2:16][CH2:17][N:18]=2)[C:7]2[O:3][CH2:4][CH2:5][C:6]=2[CH:11]=1. (4) Given the reactants [CH3:1][C:2]([CH3:24])([CH3:23])[C:3]([C:5]1[C:13]2[NH:12][C:11](=[O:14])[CH:10]=[N:9][C:8]=2[N:7]([CH2:15][O:16][CH2:17][CH2:18][Si:19]([CH3:22])([CH3:21])[CH3:20])[CH:6]=1)=[O:4].[CH:25]1(O)[CH2:29][CH2:28][CH2:27][CH2:26]1.C(P(CCCC)CCCC)CCC.N(C(OC(C)C)=O)=NC(OC(C)C)=O, predict the reaction product. The product is: [CH:25]1([O:14][C:11]2[N:12]=[C:13]3[C:5]([C:3](=[O:4])[C:2]([CH3:24])([CH3:23])[CH3:1])=[CH:6][N:7]([CH2:15][O:16][CH2:17][CH2:18][Si:19]([CH3:20])([CH3:22])[CH3:21])[C:8]3=[N:9][CH:10]=2)[CH2:29][CH2:28][CH2:27][CH2:26]1. (5) Given the reactants [CH2:1]([O:19][C:20]1[CH:21]=[C:22]([CH:45]2[O:49][CH:48]([CH2:50][O:51][Si](C(C)(C)C)(C3C=CC=CC=3)C3C=CC=CC=3)[CH2:47][O:46]2)[CH:23]=[C:24]([O:26][CH2:27][CH2:28][CH2:29][CH2:30][CH2:31][CH2:32][CH2:33][CH2:34]/[CH:35]=[CH:36]\[CH2:37][CH2:38][CH2:39][CH2:40][CH2:41][CH2:42][CH2:43][CH3:44])[CH:25]=1)[CH2:2][CH2:3][CH2:4][CH2:5][CH2:6][CH2:7][CH2:8]/[CH:9]=[CH:10]\[CH2:11][CH2:12][CH2:13][CH2:14][CH2:15][CH2:16][CH2:17][CH3:18].CCCC[N+](CCCC)(CCCC)CCCC.[F-], predict the reaction product. The product is: [CH2:1]([O:19][C:20]1[CH:21]=[C:22]([CH:45]2[O:49][CH:48]([CH2:50][OH:51])[CH2:47][O:46]2)[CH:23]=[C:24]([O:26][CH2:27][CH2:28][CH2:29][CH2:30][CH2:31][CH2:32][CH2:33][CH2:34]/[CH:35]=[CH:36]\[CH2:37][CH2:38][CH2:39][CH2:40][CH2:41][CH2:42][CH2:43][CH3:44])[CH:25]=1)[CH2:2][CH2:3][CH2:4][CH2:5][CH2:6][CH2:7][CH2:8]/[CH:9]=[CH:10]\[CH2:11][CH2:12][CH2:13][CH2:14][CH2:15][CH2:16][CH2:17][CH3:18].